This data is from Full USPTO retrosynthesis dataset with 1.9M reactions from patents (1976-2016). The task is: Predict the reactants needed to synthesize the given product. Given the product [CH3:25][Si:24]([CH3:27])([CH3:26])[CH2:23][CH2:22][O:21][CH2:20][O:19][CH2:18][C:16]1[N:17]=[C:13]([CH2:11][OH:12])[S:14][CH:15]=1, predict the reactants needed to synthesize it. The reactants are: CC(C)(CC(=O)NN[C:11]([C:13]1[S:14][CH:15]=[C:16]([CH2:18][O:19][CH2:20][O:21][CH2:22][CH2:23][Si:24]([CH3:27])([CH3:26])[CH3:25])[N:17]=1)=[O:12])C(OC)=O.[BH4-].[Na+].O.